This data is from Reaction yield outcomes from USPTO patents with 853,638 reactions. The task is: Predict the reaction yield, written as a fraction of the theoretical maximum amount of product (1.0 means a 100% yield; for example, 0.34 means a 34% yield). The reactants are [CH3:1][O:2][C:3]([C:5]1([C:8]2[CH:13]=[CH:12][C:11](B3OC(C)(C)C(C)(C)O3)=[CH:10][CH:9]=2)[CH2:7][CH2:6]1)=[O:4].[C:23]([O:27][C:28](=[O:43])[NH:29][C:30]1[N:31]([C:36]2[CH:41]=[CH:40][C:39](Br)=[CH:38][CH:37]=2)[N:32]=[N:33][C:34]=1[CH3:35])([CH3:26])([CH3:25])[CH3:24].COC1C=CC=C(OC)C=1C1C=CC=CC=1P(C1CCCCC1)C1CCCCC1.P([O-])([O-])([O-])=O.[K+].[K+].[K+]. The catalyst is CC([O-])=O.CC([O-])=O.[Pd+2].O.C1(C)C=CC=CC=1. The product is [CH3:1][O:2][C:3]([C:5]1([C:8]2[CH:9]=[CH:10][C:11]([C:39]3[CH:40]=[CH:41][C:36]([N:31]4[C:30]([NH:29][C:28]([O:27][C:23]([CH3:25])([CH3:24])[CH3:26])=[O:43])=[C:34]([CH3:35])[N:33]=[N:32]4)=[CH:37][CH:38]=3)=[CH:12][CH:13]=2)[CH2:6][CH2:7]1)=[O:4]. The yield is 0.788.